Regression. Given two drug SMILES strings and cell line genomic features, predict the synergy score measuring deviation from expected non-interaction effect. From a dataset of NCI-60 drug combinations with 297,098 pairs across 59 cell lines. (1) Drug 1: CC1=C(C(=O)C2=C(C1=O)N3CC4C(C3(C2COC(=O)N)OC)N4)N. Drug 2: COCCOC1=C(C=C2C(=C1)C(=NC=N2)NC3=CC=CC(=C3)C#C)OCCOC.Cl. Cell line: HCC-2998. Synergy scores: CSS=30.5, Synergy_ZIP=3.15, Synergy_Bliss=0.641, Synergy_Loewe=-17.4, Synergy_HSA=-2.56. (2) Drug 1: CCN(CC)CCNC(=O)C1=C(NC(=C1C)C=C2C3=C(C=CC(=C3)F)NC2=O)C. Drug 2: CCC1(C2=C(COC1=O)C(=O)N3CC4=CC5=C(C=CC(=C5CN(C)C)O)N=C4C3=C2)O.Cl. Cell line: HS 578T. Synergy scores: CSS=9.53, Synergy_ZIP=-3.82, Synergy_Bliss=-6.89, Synergy_Loewe=-23.6, Synergy_HSA=-10.0. (3) Drug 1: CC1=C2C(C(=O)C3(C(CC4C(C3C(C(C2(C)C)(CC1OC(=O)C(C(C5=CC=CC=C5)NC(=O)C6=CC=CC=C6)O)O)OC(=O)C7=CC=CC=C7)(CO4)OC(=O)C)O)C)OC(=O)C. Drug 2: CCC1(C2=C(COC1=O)C(=O)N3CC4=CC5=C(C=CC(=C5CN(C)C)O)N=C4C3=C2)O.Cl. Cell line: SF-295. Synergy scores: CSS=63.8, Synergy_ZIP=-1.80, Synergy_Bliss=-0.0287, Synergy_Loewe=-3.96, Synergy_HSA=2.19. (4) Drug 1: CC1=C(C=C(C=C1)NC2=NC=CC(=N2)N(C)C3=CC4=NN(C(=C4C=C3)C)C)S(=O)(=O)N.Cl. Drug 2: CCCCCOC(=O)NC1=NC(=O)N(C=C1F)C2C(C(C(O2)C)O)O. Cell line: OVCAR-5. Synergy scores: CSS=-0.353, Synergy_ZIP=-0.0498, Synergy_Bliss=1.23, Synergy_Loewe=-0.793, Synergy_HSA=-0.753. (5) Drug 1: CC1C(C(CC(O1)OC2CC(CC3=C2C(=C4C(=C3O)C(=O)C5=C(C4=O)C(=CC=C5)OC)O)(C(=O)CO)O)N)O.Cl. Drug 2: C(CC(=O)O)C(=O)CN.Cl. Cell line: NCI-H460. Synergy scores: CSS=11.4, Synergy_ZIP=-4.92, Synergy_Bliss=0.144, Synergy_Loewe=-8.55, Synergy_HSA=0.231.